The task is: Predict the reactants needed to synthesize the given product.. This data is from Full USPTO retrosynthesis dataset with 1.9M reactions from patents (1976-2016). (1) Given the product [NH2:1][C:2]1[C:11]([CH2:12][C:14]2[C:15]([O:22][CH3:23])=[CH:16][CH:17]=[CH:18][C:19]=2[OH:20])=[CH:10][C:9]2[C:4](=[CH:5][CH:6]=[CH:7][CH:8]=2)[N:3]=1, predict the reactants needed to synthesize it. The reactants are: [NH2:1][C:2]1[C:11]([C:12]([C:14]2[C:19]([O:20]C)=[CH:18][CH:17]=[CH:16][C:15]=2[O:22][CH3:23])=O)=[CH:10][C:9]2[C:4](=[CH:5][CH:6]=[CH:7][CH:8]=2)[N:3]=1.O.NN.[OH-].[K+]. (2) Given the product [OH:15][C:14]1[CH:21]=[C:4]2[C:5]([C:7]3[CH2:8][CH2:9][CH2:10][CH2:11][CH2:12][C:6]=3[C:1](=[O:2])[O:3]2)=[CH:17][CH:16]=1, predict the reactants needed to synthesize it. The reactants are: [C:1]([CH:6]1[CH2:12][CH2:11][CH2:10][CH2:9][CH2:8][C:7]1=O)([O:3][CH2:4][CH3:5])=[O:2].[C:14]1([CH:21]=CC=[C:17](O)[CH:16]=1)[OH:15]. (3) Given the product [C:2]1([NH:1][C:9]2[C:17]3[C:12](=[N:13][CH:14]=[CH:15][CH:16]=3)[NH:11][CH:10]=2)[CH:7]=[CH:6][CH:5]=[CH:4][CH:3]=1, predict the reactants needed to synthesize it. The reactants are: [NH2:1][C:2]1[CH:7]=[CH:6][CH:5]=[CH:4][CH:3]=1.Br[C:9]1[C:17]2[C:12](=[N:13][CH:14]=[CH:15][CH:16]=2)[N:11]([Si](C(C)C)(C(C)C)C(C)C)[CH:10]=1.C1(C2C=CC=CC=2)C=CC=CC=1P(C(C)(C)C)C(C)(C)C.CC([O-])(C)C.[Na+].C(O)(C(F)(F)F)=O. (4) Given the product [O:4]1[C:5]2([CH2:10][CH2:9][CH:8]([O:11][C:12]3[N:17]=[C:16]([C:18]([F:20])([F:21])[F:19])[N:15]=[C:14]([CH2:22][CH2:23][OH:24])[CH:13]=3)[CH2:7][CH2:6]2)[O:1][CH2:2][CH2:3]1, predict the reactants needed to synthesize it. The reactants are: [O:1]1[C:5]2([CH2:10][CH2:9][CH:8]([O:11][C:12]3[N:17]=[C:16]([C:18]([F:21])([F:20])[F:19])[N:15]=[C:14]([CH2:22][C:23](OCC)=[O:24])[CH:13]=3)[CH2:7][CH2:6]2)[O:4][CH2:3][CH2:2]1.[BH4-].[Na+].CO. (5) The reactants are: [F:1][C:2]1[CH:3]=[C:4]([OH:11])[CH:5]=[CH:6][C:7]=1[N+:8]([O-:10])=[O:9].I[CH2:13][CH3:14].C(=O)([O-])[O-].[K+].[K+]. Given the product [F:1][C:2]1[CH:3]=[C:4]([O:11][CH2:13][CH3:14])[CH:5]=[CH:6][C:7]=1[N+:8]([O-:10])=[O:9], predict the reactants needed to synthesize it. (6) Given the product [Cl:54][C:48]1[CH:49]=[CH:50][CH:51]=[C:52]([Cl:53])[C:47]=1[CH2:46][C:45]([N:29]1[C@@H:28]([CH2:27][OH:26])[CH2:37][C:36]2[C:31](=[CH:32][CH:33]=[CH:34][C:35]=2[CH2:38][CH2:39][C:40]([OH:43])([CH3:41])[CH3:42])[C@@H:30]1[CH3:44])=[O:55], predict the reactants needed to synthesize it. The reactants are: [F-].C([N+](CCCC)(CCCC)CCCC)CCC.[Si]([O:26][CH2:27][C@H:28]1[CH2:37][C:36]2[C:31](=[CH:32][CH:33]=[CH:34][C:35]=2[CH2:38][CH2:39][C:40]([OH:43])([CH3:42])[CH3:41])[C@H:30]([CH3:44])[N:29]1[C:45](=[O:55])[CH2:46][C:47]1[C:52]([Cl:53])=[CH:51][CH:50]=[CH:49][C:48]=1[Cl:54])(C(C)(C)C)(C)C. (7) Given the product [Br:17][CH2:14][C:12]([C:9]1[CH2:8][C@H:7]([C:1]2[CH:6]=[CH:5][CH:4]=[CH:3][CH:2]=2)[O:11][N:10]=1)=[O:13], predict the reactants needed to synthesize it. The reactants are: [C:1]1([C@@H:7]2[O:11][N:10]=[C:9]([C:12]([C:14](=O)C)=[O:13])[CH2:8]2)[CH:6]=[CH:5][CH:4]=[CH:3][CH:2]=1.[Br:17]Br. (8) Given the product [OH:1][B:2]1[C:6]2[CH:7]=[C:8]([O:12][C:13]3[S:14][C:15]([C:18](=[NH:21])[NH:19][OH:20])=[N:16][N:17]=3)[CH:9]=[C:10]([CH3:11])[C:5]=2[CH:4]([CH2:22][C:23]([OH:25])=[O:24])[O:3]1, predict the reactants needed to synthesize it. The reactants are: [OH:1][B:2]1[C:6]2[CH:7]=[C:8]([O:12][C:13]3[S:14][C:15]([C:18](=[NH:21])[NH:19][OH:20])=[N:16][N:17]=3)[CH:9]=[C:10]([CH3:11])[C:5]=2[CH:4]([CH2:22][C:23]([O:25]CC)=[O:24])[O:3]1.[Li+].[OH-]. (9) Given the product [C:36]([C:35]1[CH:38]=[CH:39][C:40]([N:41]2[C:5]([C:7]3[C:8]([CH3:30])=[C:9]([C:20]4[CH:25]=[CH:24][CH:23]=[C:22]([C:26]([F:28])([F:29])[F:27])[CH:21]=4)[C:10]4[N:11]([N:13]=[C:14]([NH:16][C:17](=[O:19])[CH3:18])[N:15]=4)[CH:12]=3)=[CH:4][CH:3]=[N:42]2)=[C:33]([F:32])[CH:34]=1)#[N:37], predict the reactants needed to synthesize it. The reactants are: CN(C)[CH:3]=[CH:4][C:5]([C:7]1[C:8]([CH3:30])=[C:9]([C:20]2[CH:25]=[CH:24][CH:23]=[C:22]([C:26]([F:29])([F:28])[F:27])[CH:21]=2)[C:10]2[N:11]([N:13]=[C:14]([NH:16][C:17](=[O:19])[CH3:18])[N:15]=2)[CH:12]=1)=O.[F:32][C:33]1[CH:34]=[C:35]([CH:38]=[CH:39][C:40]=1[NH:41][NH2:42])[C:36]#[N:37]. (10) The reactants are: C1C2C(COC([NH:18][C@@H:19]([C:24]([NH:26][CH2:27][C:28]([O:30]C)=O)=[O:25])[CH2:20][CH2:21][CH2:22][CH3:23])=O)C3C(=CC=CC=3)C=2C=CC=1.ClCCl.N1CCCCC1. Given the product [CH2:20]([C@H:19]1[NH:18][C:28](=[O:30])[CH2:27][NH:26][C:24]1=[O:25])[CH2:21][CH2:22][CH3:23], predict the reactants needed to synthesize it.